From a dataset of Catalyst prediction with 721,799 reactions and 888 catalyst types from USPTO. Predict which catalyst facilitates the given reaction. (1) Reactant: O.NN.[F:4][C:5]([F:35])([F:34])[O:6][C:7]1[CH:12]=[CH:11][C:10]([S:13]([N:16]2[CH2:21][CH2:20][CH:19]([O:22][N:23]3C(=O)C4C(=CC=CC=4)C3=O)[CH2:18][CH2:17]2)(=[O:15])=[O:14])=[CH:9][CH:8]=1. Product: [F:35][C:5]([F:4])([F:34])[O:6][C:7]1[CH:8]=[CH:9][C:10]([S:13]([N:16]2[CH2:21][CH2:20][CH:19]([O:22][NH2:23])[CH2:18][CH2:17]2)(=[O:14])=[O:15])=[CH:11][CH:12]=1. The catalyst class is: 8. (2) Reactant: FC1C=C(C=C(F)C=1)C[C@H]1[C@@H:10]([C@H:11]2[CH2:15][C@@H:14]([O:16]CC=C)[CH2:13][NH:12]2)[O:9]C(=O)N1.N[C@@H]([CH2:48][C:49]1[CH:54]=C(F)C=C(F)[CH:50]=1)[C@@H]([C@H]1CCCCN1[CH:48](C1C=CC=CC=1)[C:49]1[CH:54]=CC=C[CH:50]=1)O.[F:57][C:58]1[CH:59]=[C:60]([CH:87]=[C:88]([F:90])[CH:89]=1)[CH2:61][C@H:62]1[C@@H:66]([C@H:67]2[CH2:72][CH2:71][CH2:70][CH2:69][N:68]2[CH:73]([C:80]2[CH:85]=[CH:84][CH:83]=[CH:82][CH:81]=2)[C:74]2[CH:79]=[CH:78][CH:77]=[CH:76][CH:75]=2)[O:65][C:64](=[O:86])[NH:63]1.[Li+].[OH-:92].Cl. Product: [C:49]([O:65][C:64]([N:12]1[CH2:13][C@H:14]([OH:16])[CH2:15][C@@H:11]1[C:10]([OH:9])=[O:92])=[O:86])([CH3:48])([CH3:50])[CH3:54].[NH2:63][C@@H:62]([CH2:61][C:60]1[CH:87]=[C:88]([F:90])[CH:89]=[C:58]([F:57])[CH:59]=1)[C@@H:66]([C@H:67]1[CH2:72][CH2:71][CH2:70][CH2:69][N:68]1[CH:73]([C:80]1[CH:81]=[CH:82][CH:83]=[CH:84][CH:85]=1)[C:74]1[CH:79]=[CH:78][CH:77]=[CH:76][CH:75]=1)[OH:65]. The catalyst class is: 88. (3) Reactant: C([O:3][C:4]([C:6]1[C:7]2[N:8]=[CH:9][CH:10]=[N:11][C:12]=2[C:13]([C:16]2[C:21]([F:22])=[C:20]([O:23][CH3:24])[CH:19]=[C:18]([O:25][CH3:26])[C:17]=2[F:27])=[CH:14][CH:15]=1)=O)C.[CH3:28][N:29]1[CH2:34][CH2:33][N:32]([CH2:35][C:36]2[CH:37]=[CH:38][C:39]([NH2:42])=[N:40][CH:41]=2)[CH2:31][CH2:30]1. Product: [CH3:28][N:29]1[CH2:34][CH2:33][N:32]([CH2:35][C:36]2[CH:37]=[CH:38][C:39]([NH:42][C:4]([C:6]3[C:7]4[N:8]=[CH:9][CH:10]=[N:11][C:12]=4[C:13]([C:16]4[C:17]([F:27])=[C:18]([O:25][CH3:26])[CH:19]=[C:20]([O:23][CH3:24])[C:21]=4[F:22])=[CH:14][CH:15]=3)=[O:3])=[N:40][CH:41]=2)[CH2:31][CH2:30]1. The catalyst class is: 61.